This data is from Reaction yield outcomes from USPTO patents with 853,638 reactions. The task is: Predict the reaction yield, written as a fraction of the theoretical maximum amount of product (1.0 means a 100% yield; for example, 0.34 means a 34% yield). (1) The yield is 0.450. The product is [F:12][C:8]1[CH:7]=[C:6]([NH:5][C:3](=[O:4])[CH2:2][N:20]2[CH:21]=[CH:22][C:18]([N+:15]([O-:17])=[O:16])=[N:19]2)[CH:11]=[CH:10][CH:9]=1. The catalyst is ClCCl. The reactants are Br[CH2:2][C:3]([NH:5][C:6]1[CH:11]=[CH:10][CH:9]=[C:8]([F:12])[CH:7]=1)=[O:4].[OH-].[Na+].[N+:15]([C:18]1[CH:22]=[CH:21][NH:20][N:19]=1)([O-:17])=[O:16].S([O-])([O-])(=O)=O.C([N+](CCCC)(CCCC)CCCC)CCC.C([N+](CCCC)(CCCC)CCCC)CCC. (2) The reactants are [O:1]=[C:2]1[O:8][C@H:7]([C@H:9]([CH2:11][OH:12])[OH:10])[C:5]([OH:6])=[C:3]1[OH:4].[CH2:30]([OH:31])[C@H:22]1[O:23][C@@H:24]([O:20][C@H:21]2[C@H:26]([OH:27])[C@@H:25]([OH:28])[C@H:24](O)[O:23][C@@H:22]2[CH2:30][OH:31])[C@H:25]([OH:28])[C@@H:26]([OH:27])[C@@H:21]1[OH:20].[C@@H]1(OC[C@H](O)[C@H]2OC(=O)C(O)=C2O)O[C@H](CO)[C@@H](O)[C@H](O)[C@H]1O.[C@@H]1(OC2C(O[C@H]([C@H](CO)O)C=2O)=O)O[C@H](CO)[C@@H](O)[C@H](O)[C@H]1O. The catalyst is C([O-])(=O)C. The product is [C@@H:24]1([C@:7]2([C@H:9]([CH2:11][OH:12])[OH:10])[O:8][C:2](=[O:1])[C:3]([OH:4])=[C:5]2[OH:6])[O:23][C@H:22]([CH2:30][OH:31])[C@@H:21]([OH:20])[C@H:26]([OH:27])[C@H:25]1[OH:28]. The yield is 0.450. (3) The reactants are [NH2:1][C:2]1[C:3]([C:9]([O:11]C)=O)=[N:4][C:5]([Br:8])=[CH:6][N:7]=1.O.[NH2:14][NH2:15]. The catalyst is O. The product is [NH2:1][C:2]1[C:3]([C:9]([NH:14][NH2:15])=[O:11])=[N:4][C:5]([Br:8])=[CH:6][N:7]=1. The yield is 1.00. (4) The reactants are CCN(CC)CC.N1C=CC=CC=1.[CH2:14]([O:16][C:17]([C:19]1[NH:20][C:21]2[C:26]([C:27]=1[Cl:28])=[CH:25][C:24]([Br:29])=[CH:23][CH:22]=2)=[O:18])[CH3:15].[CH:30]1([O:35][C:36]2[CH:41]=[CH:40][C:39](B(O)O)=[CH:38][CH:37]=2)[CH2:34][CH2:33][CH2:32][CH2:31]1. The catalyst is CC([O-])=O.CC([O-])=O.[Cu+2].C(Cl)Cl. The product is [CH2:14]([O:16][C:17]([C:19]1[N:20]([C:39]2[CH:40]=[CH:41][C:36]([O:35][CH:30]3[CH2:34][CH2:33][CH2:32][CH2:31]3)=[CH:37][CH:38]=2)[C:21]2[C:26]([C:27]=1[Cl:28])=[CH:25][C:24]([Br:29])=[CH:23][CH:22]=2)=[O:18])[CH3:15]. The yield is 0.750. (5) The reactants are [CH:1]1([NH:6][C:7]2[N:11]3[N:12]=[CH:13][C:14]([C:15]#[N:16])=[C:10]3[NH:9][C:8]=2[C:17]2[CH:22]=[CH:21][C:20]([O:23][CH3:24])=[CH:19][C:18]=2[F:25])[CH2:5][CH2:4][CH2:3][CH2:2]1.[OH2:26]. The catalyst is CS(C)=O. The product is [NH2:9][C:10]1[N:11](/[C:7](=[N:6]/[CH:1]2[CH2:5][CH2:4][CH2:3][CH2:2]2)/[C:8]([C:17]2[CH:22]=[CH:21][C:20]([O:23][CH3:24])=[CH:19][C:18]=2[F:25])=[O:26])[N:12]=[CH:13][C:14]=1[C:15]#[N:16]. The yield is 0.154.